This data is from Full USPTO retrosynthesis dataset with 1.9M reactions from patents (1976-2016). The task is: Predict the reactants needed to synthesize the given product. Given the product [OH:11][CH2:12][C:13]([C@H:15]([C@@H:17]([C@H:19]([CH3:21])[OH:20])[OH:18])[OH:16])=[O:14], predict the reactants needed to synthesize it. The reactants are: O=C[C@H]([C@@H]([C@@H](CO)O)O)O.[O:11]=[CH:12][C@H:13]([C@@H:15]([C@@H:17]([C@H:19]([CH3:21])[OH:20])[OH:18])[OH:16])[OH:14].OCC([C@@H]([C@@H]([C@H](C)O)O)O)=O.OCC([C@H]([C@H]([C@@H](CO)O)O)O)=O.